From a dataset of Reaction yield outcomes from USPTO patents with 853,638 reactions. Predict the reaction yield, written as a fraction of the theoretical maximum amount of product (1.0 means a 100% yield; for example, 0.34 means a 34% yield). (1) The reactants are [NH2:1][C:2]1[CH:3]=[C:4]([CH:9]=[CH:10][C:11]=1[CH3:12])[C:5]([O:7][CH3:8])=[O:6].[N:13]([O-])=O.[Na+]. The catalyst is CC(O)=O.O. The product is [NH:1]1[C:2]2[C:11](=[CH:10][CH:9]=[C:4]([C:5]([O:7][CH3:8])=[O:6])[CH:3]=2)[CH:12]=[N:13]1. The yield is 0.830. (2) The reactants are [OH:1][C:2]1[N:7]=[C:6]([C:8]([OH:10])=[O:9])[CH:5]=[C:4]([OH:11])[N:3]=1.[CH2:12]=O.Cl. No catalyst specified. The product is [OH:1][C:2]1[N:3]=[C:4]([OH:11])[C:5]2[CH2:12][O:9][C:8](=[O:10])[C:6]=2[N:7]=1. The yield is 0.830. (3) The reactants are [CH:1](=[O:10])[CH:2]=[CH:3][C:4]1[CH:9]=[CH:8][CH:7]=[CH:6][CH:5]=1.[CH:11]([OH:14])([CH3:13])[CH3:12]. No catalyst specified. The product is [C:1]([O:14][CH:11]([CH3:13])[CH3:12])(=[O:10])[CH:2]=[CH:3][C:4]1[CH:9]=[CH:8][CH:7]=[CH:6][CH:5]=1. The yield is 0.490.